Task: Predict the reaction yield, written as a fraction of the theoretical maximum amount of product (1.0 means a 100% yield; for example, 0.34 means a 34% yield).. Dataset: Reaction yield outcomes from USPTO patents with 853,638 reactions (1) The reactants are [C:1]12(CN)[CH2:10][CH:5]3[CH2:6][CH:7]([CH2:9][CH:3]([CH2:4]3)[CH2:2]1)[CH2:8]2.C1(=O)N(C(CC(O)=O)C(O)=O)C(=O)CC1.C1(=O)N(C(CC(O)=O)C(O)=O)C(=O)CC1.C(O)CO.Cl. The catalyst is ClCCl. The product is [CH:1]12[CH2:10][CH:5]3[CH2:6][CH:7]([CH2:9][CH:3]([CH2:4]3)[CH2:2]1)[CH2:8]2. The yield is 0.900. (2) The reactants are Br[CH:2]([CH3:9])[C:3](=O)[C:4]([O:6][CH3:7])=[O:5].[NH2:10][C:11]1[CH:16]=[CH:15][CH:14]=[CH:13][N:12]=1. The catalyst is C(#N)C. The product is [CH3:9][C:2]1[N:12]2[CH:13]=[CH:14][CH:15]=[CH:16][C:11]2=[N:10][C:3]=1[C:4]([O:6][CH3:7])=[O:5]. The yield is 0.251. (3) No catalyst specified. The reactants are [H-].[Al+3].[Li+].[H-].[H-].[H-].C(O[C:10]([C:12]1[C:13]([CH3:24])=[N:14][N:15]([C:17]2[C:22](Br)=[CH:21][CH:20]=[CH:19][N:18]=2)[CH:16]=1)=[O:11])C.O1[CH2:29][CH2:28][CH2:27]C1. The yield is 0.840. The product is [CH:27]1([C:22]2[C:17]([N:15]3[CH:16]=[C:12]([CH2:10][OH:11])[C:13]([CH3:24])=[N:14]3)=[N:18][CH:19]=[CH:20][CH:21]=2)[CH2:28][CH2:29]1. (4) The reactants are [CH3:1][C:2]([O:5][C@H:6]([CH3:41])[C@@H:7]([C:37]([O:39]C)=[O:38])[NH:8][C:9]([C:11]1[S:12][C:13]([C:29]2[CH:34]=[CH:33][C:32]([O:35][CH3:36])=[CH:31][CH:30]=2)=[CH:14][C:15]=1[NH:16][C:17]([NH:19][C:20]1[C:25]([CH3:26])=[CH:24][C:23]([CH3:27])=[CH:22][C:21]=1[CH3:28])=[O:18])=[O:10])([CH3:4])[CH3:3].[OH-].[Li+]. The catalyst is C1COCC1. The product is [CH3:4][C:2]([O:5][C@H:6]([CH3:41])[C@@H:7]([C:37]([OH:39])=[O:38])[NH:8][C:9]([C:11]1[S:12][C:13]([C:29]2[CH:30]=[CH:31][C:32]([O:35][CH3:36])=[CH:33][CH:34]=2)=[CH:14][C:15]=1[NH:16][C:17]([NH:19][C:20]1[C:25]([CH3:26])=[CH:24][C:23]([CH3:27])=[CH:22][C:21]=1[CH3:28])=[O:18])=[O:10])([CH3:1])[CH3:3]. The yield is 0.760. (5) The reactants are CC([O-])=O.[K+].Br[C:7]1[CH:12]=[CH:11][N:10]=[C:9]([C:13]([NH:15][CH3:16])=[O:14])[CH:8]=1.[Cl:17][C:18]1[CH:23]=[C:22](B2OC(C)(C)C(C)(C)O2)[CH:21]=[CH:20][C:19]=1[CH2:33][C:34]([O:36][CH3:37])=[O:35]. The catalyst is C1(C)C=CC=CC=1.C1COCC1.O.C1C=CC(P(C2C=CC=CC=2)[C-]2C=CC=C2)=CC=1.C1C=CC(P(C2C=CC=CC=2)[C-]2C=CC=C2)=CC=1.Cl[Pd]Cl.[Fe+2]. The product is [CH3:37][O:36][C:34](=[O:35])[CH2:33][C:19]1[CH:20]=[CH:21][C:22]([C:7]2[CH:12]=[CH:11][N:10]=[C:9]([C:13](=[O:14])[NH:15][CH3:16])[CH:8]=2)=[CH:23][C:18]=1[Cl:17]. The yield is 0.470. (6) The product is [CH3:18][N:15]1[CH2:16][CH2:17][N:12]([C:6]2[CH:7]=[CH:8][CH:9]=[C:10]3[C:5]=2[N:4]=[CH:3][C:2]([S:44]([C:38]2[CH:43]=[CH:42][CH:41]=[CH:40][CH:39]=2)(=[O:46])=[O:45])=[CH:11]3)[CH2:13][CH2:14]1. The reactants are I[C:2]1[CH:3]=[N:4][C:5]2[C:10]([CH:11]=1)=[CH:9][CH:8]=[CH:7][C:6]=2[N:12]1[CH2:17][CH2:16][N:15]([CH3:18])[CH2:14][CH2:13]1.BrC1C=NC2C(C=1)=CC=CC=2N1CCN(C)CC1.[Na+].[C:38]1([S:44]([O-:46])=[O:45])[CH:43]=[CH:42][CH:41]=[CH:40][CH:39]=1.C(=O)([O-])O.[Na+]. The yield is 0.0700. The catalyst is CN(C)C=O.[Cu]I.CO.ClCCl.